This data is from Experimentally validated miRNA-target interactions with 360,000+ pairs, plus equal number of negative samples. The task is: Binary Classification. Given a miRNA mature sequence and a target amino acid sequence, predict their likelihood of interaction. (1) The miRNA is mmu-miR-877-3p with sequence UGUCCUCUUCUCCCUCCUCCCA. The protein sequence of the target gene is MGPRKPALRTPLLLLFLLLFLDTSVWAQDEVLENLSFSCPKDATRFKHLRKYVYNYEAESSSGVQGTADSRSATKINCKVELEVPQICGFIMRTNQCTLKEVYGFNPEGKALMKKTKNSEEFAAAMSRYELKLAIPEGKQIVLYPDKDEPKYILNIKRGIISALLVPPETEEDQQELFLDTVYGNCSTQVTVNSRKGTVPTEMSTERNLQQCDGFQPISTSVSPLALIKGLVHPLSTLISSSQTCQYTLDPKRKHVSEAVCDEQHLFLPFSYKNKYGIMTRVTQKLSLEDTPKINSRFFS.... Result: 0 (no interaction). (2) The miRNA is hsa-miR-374a-5p with sequence UUAUAAUACAACCUGAUAAGUG. The protein sequence of the target gene is MDAVNAFNQELFSLMDMKPPISRAKMILITKAAIKAIKLYKHVVQIVEKFIKKCKPEYKVPGLYVIDSIVRQSRHQFGTDKDVFGPRFSKNITATFQYLYLCPSEDKSKIVRVLNLWQKNGVFKIEIIQPLLDMAAGTSNAAPVAENVTNNEGSPPPPVKVSSEPPTQATPNSVPAVPQLPSSDAFAAVAQLFQTTQGQQLQQILQTFQQPPKPQSPALDNAVMAQVQAITAQLKTTPTQPSEQKAAFPPPEQKTAFDKKLLDRFDYDDEPEAVEESKKEDTTAVTTTAPAAAVPPAPTA.... Result: 1 (interaction). (3) The miRNA is mmu-miR-1956 with sequence AGUCCAGGGCUGAGUCAGCGGA. The protein sequence of the target gene is MTPSQVAFEIRGTLLPGEVFAICGSCDALGNWNPQNAVALLPENDTGESMLWKATIVLSRGVSVQYRYFKGYFLEPKTIGGPCQVIVHKWETHLQPRSITPLESEIIIDDGQFGIHNGVETLDSGWLTCQTEIRLRLHYSEKPPVSITKKKLKKSRFRVKLTLEGLEEDDDDRVSPTVLHKMSNSLEISLISDNEFKCRHSQPECGYGLQPDRWTEYSIQTMEPDNLELIFDFFEEDLSEHVVQGDALPGHVGTACLLSSTIAESGKSAGILTLPIMSRNSRKTIGKVRVDYIIIKPLPG.... Result: 0 (no interaction). (4) The miRNA is hsa-miR-136-3p with sequence CAUCAUCGUCUCAAAUGAGUCU. The protein sequence of the target gene is MSGPNGDLGMPVEAGAEGEEDGFGEAEYAAINSMLDQINSCLDHLEEKNDHLHARLQELLESNRQTRLEFQQQLGEAPSDASP. Result: 0 (no interaction). (5) The miRNA is mmu-let-7a-5p with sequence UGAGGUAGUAGGUUGUAUAGUU. The protein sequence of the target gene is MPHEELPSLQRPRYGSIVDDERLSAEEMDERRRQNIAYEYLCHLEEAKRWMEVCLVEELPPTTELEEGLRNGVYLAKLAKFFAPKMVSEKKIYDVEQTRYKKSGLHFRHTDNTVQWLRAMEAIGLPKIFYPETTDVYDRKNIPRMIYCIHALSLYLFKLGIAPQIQDLLGKVDFTEEEISNMRKELEKYGIQMPAFSKIGGILANELSVDEAALHAAVIAINEAIEKGVAKQTIITLRNPNAVLTCVDDSLSQEYQKELWEAKKKKEESAKLKNSCISEEERDAYEELLTQAEIQSNIST.... Result: 0 (no interaction). (6) The miRNA is hsa-miR-520c-3p with sequence AAAGUGCUUCCUUUUAGAGGGU. The protein sequence of the target gene is MDPLRAQQLAAELEVEMMADMYNRMTSACHRKCVPPHYKEAELSKGESVCLDRCVSKYLDIHERMGKKLTELSMQDEELMKRVQQSSGPA. Result: 1 (interaction).